From a dataset of Reaction yield outcomes from USPTO patents with 853,638 reactions. Predict the reaction yield, written as a fraction of the theoretical maximum amount of product (1.0 means a 100% yield; for example, 0.34 means a 34% yield). (1) The reactants are Br[C:2]1[CH:3]=[C:4]([NH:8][C:9](=[O:24])[C:10]2[CH:15]=[CH:14][CH:13]=[C:12]([O:16][Si](C(C)(C)C)(C)C)[CH:11]=2)[CH:5]=[N:6][CH:7]=1.[OH:25][C:26]1[CH:27]=[C:28](B(O)O)[CH:29]=[CH:30][CH:31]=1.C([O-])(O)=O.[Na+].C1(P(C2C=CC=CC=2)C2C=CC=CC=2)C=CC=CC=1. The catalyst is CN(C=O)C.C([O-])(=O)C.[Pd+2].C([O-])(=O)C.O. The product is [OH:16][C:12]1[CH:11]=[C:10]([CH:15]=[CH:14][CH:13]=1)[C:9]([NH:8][C:4]1[CH:5]=[N:6][CH:7]=[C:2]([C:30]2[CH:29]=[CH:28][CH:27]=[C:26]([OH:25])[CH:31]=2)[CH:3]=1)=[O:24]. The yield is 0.490. (2) The reactants are [Br:1][C:2]1[C:11]2[N:10]=[CH:9][CH:8]=[CH:7][C:6]=2[C:5]([CH:12]=[N:13][OH:14])=[CH:4][CH:3]=1.ClN1C(=O)CCC1=O.[Cl:23][C:24]1[CH:29]=[C:28]([C:30]([C:32]([F:35])([F:34])[F:33])=[CH2:31])[CH:27]=[C:26]([Cl:36])[CH:25]=1.C(N(CC)CC)C. The catalyst is CN(C)C=O.O. The yield is 0.610. The product is [Br:1][C:2]1[CH:3]=[CH:4][C:5]([C:12]2[CH2:31][C:30]([C:28]3[CH:27]=[C:26]([Cl:36])[CH:25]=[C:24]([Cl:23])[CH:29]=3)([C:32]([F:33])([F:35])[F:34])[O:14][N:13]=2)=[C:6]2[C:11]=1[N:10]=[CH:9][CH:8]=[CH:7]2.